Dataset: Forward reaction prediction with 1.9M reactions from USPTO patents (1976-2016). Task: Predict the product of the given reaction. (1) Given the reactants Cl[C:2]1[C:7]([CH2:8][CH:9]=O)=[C:6]([Cl:11])[N:5]=[CH:4][N:3]=1.[C:12]([NH2:16])([CH3:15])([CH3:14])[CH3:13], predict the reaction product. The product is: [C:12]([N:16]1[C:2]2[N:3]=[CH:4][N:5]=[C:6]([Cl:11])[C:7]=2[CH:8]=[CH:9]1)([CH3:15])([CH3:14])[CH3:13]. (2) Given the reactants C(OC(N(C)CC(C1CCCCC1)(C)C(OCC)=O)=O)(C)(C)C.FC(F)(F)C(O)=O.N(C1(C2C=CC=CC=2)OCCO1)=C=O.C(N(CC)CC)C.[CH:52]1([C:58]([CH3:82])([CH2:64][N:65]([CH3:81])[C:66]([NH:68][CH2:69][C:70]2([C:75]3[CH:80]=[CH:79][CH:78]=[CH:77][CH:76]=3)[O:74][CH2:73][CH2:72][O:71]2)=[O:67])[C:59](OCC)=[O:60])[CH2:57][CH2:56][CH2:55][CH2:54][CH2:53]1.CC([O-])(C)C.[K+], predict the reaction product. The product is: [CH:52]1([C:58]2([CH3:82])[CH2:64][N:65]([CH3:81])[C:66](=[O:67])[N:68]([CH2:69][C:70]3([C:75]4[CH:76]=[CH:77][CH:78]=[CH:79][CH:80]=4)[O:74][CH2:73][CH2:72][O:71]3)[C:59]2=[O:60])[CH2:53][CH2:54][CH2:55][CH2:56][CH2:57]1. (3) Given the reactants [Br:1][C:2]1[CH:3]=[C:4]([S:21](Cl)(=O)=O)[C:5]([CH:8]=[CH:9][C:10]2[C:11]([S:17](Cl)(=O)=O)=[CH:12][C:13]([Br:16])=[CH:14][CH:15]=2)=[CH:6][CH:7]=1.I, predict the reaction product. The product is: [Br:1][C:2]1[CH:7]=[CH:6][C:5]2[C:8]3[S:17][C:11]4[CH:12]=[C:13]([Br:16])[CH:14]=[CH:15][C:10]=4[C:9]=3[S:21][C:4]=2[CH:3]=1. (4) Given the reactants [C:1]([O:7][C:8]1[CH:13]=[CH:12][CH:11]=[C:10]([Cl:14])[CH:9]=1)(=[O:6])[CH2:2][CH2:3][C:4]#[CH:5].Cl[C:16]1[C:21]([F:22])=[CH:20][CH:19]=[CH:18][N:17]=1, predict the reaction product. The product is: [F:22][C:21]1[C:16]([C:5]#[C:4][CH2:3][CH2:2][C:1]([O:7][C:8]2[CH:13]=[CH:12][CH:11]=[C:10]([Cl:14])[CH:9]=2)=[O:6])=[N:17][CH:18]=[CH:19][CH:20]=1. (5) Given the reactants [Cl:1][C:2]1[CH:9]=[CH:8][C:5]([CH:6]=O)=[CH:4][CH:3]=1.Cl.[NH2:11][OH:12].N1C=CC=CC=1.Cl, predict the reaction product. The product is: [Cl:1][C:2]1[CH:9]=[CH:8][C:5]([CH:6]=[N:11][OH:12])=[CH:4][CH:3]=1. (6) Given the reactants [S].[CH2:2]([O:4][C:5](=[O:19])[CH2:6][CH:7]1[C:16]2[C:11](=[CH:12][CH:13]=[C:14]([O:17][CH3:18])[CH:15]=2)[CH2:10][CH2:9][CH2:8]1)[CH3:3], predict the reaction product. The product is: [CH2:2]([O:4][C:5](=[O:19])[CH2:6][C:7]1[C:16]2[C:11](=[CH:12][CH:13]=[C:14]([O:17][CH3:18])[CH:15]=2)[CH:10]=[CH:9][CH:8]=1)[CH3:3]. (7) Given the reactants [F:1][C:2]1[CH:10]=[C:9]2[C:5]([CH:6]=[N:7][N:8]2[C:11]([C:17]2[CH:22]=[CH:21][C:20]([C:23]([F:26])([F:25])[F:24])=[CH:19][CH:18]=2)([CH2:15][CH3:16])[CH:12]([OH:14])[CH3:13])=[C:4]([NH:27]C(C2C=CC=CC=2)(C2C=CC=CC=2)C2C=CC=CC=2)[CH:3]=1.C([O-])(O)=O.[Na+], predict the reaction product. The product is: [NH2:27][C:4]1[CH:3]=[C:2]([F:1])[CH:10]=[C:9]2[C:5]=1[CH:6]=[N:7][N:8]2[C:11]([C:17]1[CH:22]=[CH:21][C:20]([C:23]([F:26])([F:25])[F:24])=[CH:19][CH:18]=1)([CH2:15][CH3:16])[CH:12]([OH:14])[CH3:13]. (8) Given the reactants [C:1]([Si:5]([C:37]1[CH:42]=[CH:41][CH:40]=[CH:39][CH:38]=1)([C:31]1[CH:36]=[CH:35][CH:34]=[CH:33][CH:32]=1)[O:6][CH2:7][CH2:8][CH2:9][C@H:10]([C:19](=O)[C:20]#[C:21][CH:22]1[CH2:25][CH:24]([CH2:26][CH:27]([CH3:29])[CH3:28])[CH2:23]1)[CH2:11][C:12]([O:14][C:15]([CH3:18])([CH3:17])[CH3:16])=[O:13])([CH3:4])([CH3:3])[CH3:2].C(O)C.C(=O)([O-])[O-].[Na+].[Na+].[Cl-].[CH3:53][O:54][NH3+:55], predict the reaction product. The product is: [C:1]([Si:5]([C:31]1[CH:36]=[CH:35][CH:34]=[CH:33][CH:32]=1)([C:37]1[CH:38]=[CH:39][CH:40]=[CH:41][CH:42]=1)[O:6][CH2:7][CH2:8][CH2:9][C@H:10]([C:19](=[N:55][O:54][CH3:53])[C:20]#[C:21][CH:22]1[CH2:23][CH:24]([CH2:26][CH:27]([CH3:29])[CH3:28])[CH2:25]1)[CH2:11][C:12]([O:14][C:15]([CH3:18])([CH3:17])[CH3:16])=[O:13])([CH3:3])([CH3:4])[CH3:2]. (9) The product is: [CH3:1][O:2][C:3]([C:5]1[S:16][C:8]2=[N:9][CH:10]=[C:11]([N+:13]([O-:15])=[O:14])[CH:12]=[C:7]2[C:6]=1[O:17][CH2:25][C:26]([O:28][C:29]([CH3:32])([CH3:31])[CH3:30])=[O:27])=[O:4]. Given the reactants [CH3:1][O:2][C:3]([C:5]1[S:16][C:8]2=[N:9][CH:10]=[C:11]([N+:13]([O-:15])=[O:14])[CH:12]=[C:7]2[C:6]=1[OH:17])=[O:4].C(=O)([O-])[O-].[K+].[K+].Br[CH2:25][C:26]([O:28][C:29]([CH3:32])([CH3:31])[CH3:30])=[O:27].Cl, predict the reaction product. (10) The product is: [F:35][C:54]1[CH:53]=[C:52]([NH:51][C:14]([C:10]2[C:9](=[O:17])[C:8]([C:5]3[CH:4]=[CH:3][C:2]([F:1])=[CH:7][CH:6]=3)=[CH:13][NH:12][CH:11]=2)=[O:16])[CH:78]=[CH:77][C:55]=1[O:56][C:57]1[C:58]2[CH:59]=[C:60]3[O:76][CH2:75][CH2:74][O:73][CH2:72][CH2:71][O:70][CH2:69][CH2:68][O:67][C:61]3=[CH:62][C:63]=2[N:64]=[CH:65][N:66]=1. Given the reactants [F:1][C:2]1[CH:7]=[CH:6][C:5]([C:8]2[C:9](=[O:17])[C:10]([C:14]([OH:16])=O)=[CH:11][NH:12][CH:13]=2)=[CH:4][CH:3]=1.CN(C(ON1N=NC2C=CC=NC1=2)=[N+](C)C)C.[F:35][P-](F)(F)(F)(F)F.CCN(C(C)C)C(C)C.[NH2:51][C:52]1[CH:78]=[CH:77][C:55]([O:56][C:57]2[C:58]3[CH:59]=[C:60]4[O:76][CH2:75][CH2:74][O:73][CH2:72][CH2:71][O:70][CH2:69][CH2:68][O:67][C:61]4=[CH:62][C:63]=3[N:64]=[CH:65][N:66]=2)=[C:54](C)[CH:53]=1.Cl, predict the reaction product.